From a dataset of Reaction yield outcomes from USPTO patents with 853,638 reactions. Predict the reaction yield, written as a fraction of the theoretical maximum amount of product (1.0 means a 100% yield; for example, 0.34 means a 34% yield). The reactants are [CH2:1]1[C:4]2([CH2:9][CH2:8][NH:7][CH2:6][CH2:5]2)[CH2:3][N:2]1[CH2:10][C:11]1[S:19][C:18]2[C:17]([N:20]3[CH2:25][CH2:24][O:23][CH2:22][CH2:21]3)=[N:16][C:15]([C:26]3[C:34]([F:35])=[CH:33][CH:32]=[C:31]4[C:27]=3[CH:28]=[CH:29][NH:30]4)=[N:14][C:13]=2[CH:12]=1.C[Si]([N:40]=[C:41]=[O:42])(C)C. The catalyst is C(Cl)Cl. The product is [F:35][C:34]1[C:26]([C:15]2[N:16]=[C:17]([N:20]3[CH2:21][CH2:22][O:23][CH2:24][CH2:25]3)[C:18]3[S:19][C:11]([CH2:10][N:2]4[CH2:3][C:4]5([CH2:9][CH2:8][N:7]([C:41]([NH2:40])=[O:42])[CH2:6][CH2:5]5)[CH2:1]4)=[CH:12][C:13]=3[N:14]=2)=[C:27]2[C:31](=[CH:32][CH:33]=1)[NH:30][CH:29]=[CH:28]2. The yield is 0.300.